Dataset: Full USPTO retrosynthesis dataset with 1.9M reactions from patents (1976-2016). Task: Predict the reactants needed to synthesize the given product. (1) Given the product [CH2:1]([O:8][N:9]1[C:12]2([CH:17]=[CH:16][C:15]([OH:33])([CH2:37][OH:38])[CH:14]([O:19][Si:20]([C:23]([CH3:24])([CH3:25])[CH3:26])([CH3:21])[CH3:22])[CH:13]2[O:27][Si:28]([CH3:31])([CH3:29])[CH3:30])[CH2:53][C:51]1=[O:52])[C:2]1[CH:3]=[CH:4][CH:5]=[CH:6][CH:7]=1, predict the reactants needed to synthesize it. The reactants are: [CH2:1]([O:8][N:9]1[C:12]2([CH:17]=[CH:16][C:15](=C)[CH:14]([O:19][Si:20]([C:23]([CH3:26])([CH3:25])[CH3:24])([CH3:22])[CH3:21])[CH:13]2[O:27][Si:28]([CH3:31])([CH3:30])[CH3:29])CC1=O)[C:2]1[CH:7]=[CH:6][CH:5]=[CH:4][CH:3]=1.[OH2:33].C[N+]1([O-])CC[O:38][CH2:37]C1.CCCCCC.CCO[C:51]([CH3:53])=[O:52]. (2) Given the product [CH3:27][C:17]([NH:16][CH:4]([CH2:5][C:6]1[CH:11]=[CH:10][C:9]([O:12][CH2:13][CH2:14][C:38]2[C:39]3[NH:40][C:41]4[C:33](=[CH:32][CH:31]=[CH:30][CH:29]=4)[C:34]=3[CH:35]=[CH:36][CH:37]=2)=[CH:8][CH:7]=1)[C:3]([OH:2])=[O:28])=[CH:18][C:19](=[O:26])[C:20]1[CH:25]=[CH:24][CH:23]=[CH:22][CH:21]=1, predict the reactants needed to synthesize it. The reactants are: C[O:2][C:3](=[O:28])[CH:4]([NH:16][C:17]([CH3:27])=[CH:18][C:19](=[O:26])[C:20]1[CH:25]=[CH:24][CH:23]=[CH:22][CH:21]=1)[CH2:5][C:6]1[CH:11]=[CH:10][C:9]([O:12][CH2:13][CH2:14]Br)=[CH:8][CH:7]=1.[CH:29]1[C:41]2[NH:40][C:39]3[C:34](=[CH:35][CH:36]=[CH:37][CH:38]=3)[C:33]=2[CH:32]=[CH:31][CH:30]=1.[OH-].[Na+]. (3) Given the product [ClH:18].[F:1][C:2]([F:17])([F:16])[CH2:3][NH:4][C:5]([NH:7][NH2:8])=[O:6], predict the reactants needed to synthesize it. The reactants are: [F:1][C:2]([F:17])([F:16])[CH2:3][NH:4][C:5]([NH:7][NH:8]C(OC(C)(C)C)=O)=[O:6].[ClH:18]. (4) The reactants are: [NH2:1][C:2]([C:4]1[CH:8]=[C:7]([C:9]2[C:14]([F:15])=[CH:13][C:12]([C:16]([OH:19])([CH3:18])[CH3:17])=[CH:11][C:10]=2[F:20])[S:6][C:5]=1[NH:21][C:22]1[N:27]=[C:26]([C@@:28]2([OH:45])[CH2:33][CH2:32][N:31](C(OCC3C=CC=CC=3)=O)[CH2:30][C@@H:29]2[OH:44])[CH:25]=[CH:24][CH:23]=1)=[O:3].[H][H]. Given the product [F:15][C:14]1[CH:13]=[C:12]([C:16]([OH:19])([CH3:18])[CH3:17])[CH:11]=[C:10]([F:20])[C:9]=1[C:7]1[S:6][C:5]([NH:21][C:22]2[CH:23]=[CH:24][CH:25]=[C:26]([C@@:28]3([OH:45])[CH2:33][CH2:32][NH:31][CH2:30][C@@H:29]3[OH:44])[N:27]=2)=[C:4]([C:2]([NH2:1])=[O:3])[CH:8]=1, predict the reactants needed to synthesize it.